This data is from Catalyst prediction with 721,799 reactions and 888 catalyst types from USPTO. The task is: Predict which catalyst facilitates the given reaction. (1) Reactant: [CH2:1]([O:3][C:4](=[O:13])[CH2:5][C:6]1[CH:11]=[CH:10][N:9]=[C:8]([Br:12])[CH:7]=1)[CH3:2].[CH2:14]=[O:15].N12CCCN=C1CCCCC2.[C@@]12(CS(O)(=O)=O)C(C)(C)C(CC1)C[C:28]2=[O:29]. Product: [CH2:1]([O:3][C:4](=[O:13])[C:5]([C:6]1[CH:11]=[CH:10][N:9]=[C:8]([Br:12])[CH:7]=1)([CH2:28][OH:29])[CH2:14][OH:15])[CH3:2]. The catalyst class is: 2. (2) Reactant: [NH2:1][C:2]1[N:7]=[C:6]([C:8]2[CH:13]=[CH:12][C:11]([CH2:14][C@H:15]([NH:19][C:20]([O:22][C:23]([CH3:26])([CH3:25])[CH3:24])=[O:21])[C:16]([OH:18])=[O:17])=[CH:10][CH:9]=2)[CH:5]=[C:4]([O:27][C@@H:28]([C:33]2[CH:38]=[CH:37][C:36](Br)=[CH:35][CH:34]=2)[C:29]([F:32])([F:31])[F:30])[N:3]=1.[F:40][C:41]([F:52])([F:51])[C:42]1[CH:47]=[CH:46][N:45]=[CH:44][C:43]=1B(O)O.C(#N)C.C(=O)([O-])[O-].[Na+].[Na+]. Product: [NH2:1][C:2]1[N:7]=[C:6]([C:8]2[CH:13]=[CH:12][C:11]([CH2:14][C@H:15]([NH:19][C:20]([O:22][C:23]([CH3:26])([CH3:25])[CH3:24])=[O:21])[C:16]([OH:18])=[O:17])=[CH:10][CH:9]=2)[CH:5]=[C:4]([O:27][C@@H:28]([C:33]2[CH:38]=[CH:37][C:36]([C:43]3[CH:44]=[N:45][CH:46]=[CH:47][C:42]=3[C:41]([F:52])([F:51])[F:40])=[CH:35][CH:34]=2)[C:29]([F:32])([F:31])[F:30])[N:3]=1. The catalyst class is: 189. (3) Reactant: Cl.[CH:2]([N:5]1[C:13]2[C:8](=[CH:9][C:10]([C:14]3[O:18][N:17]=[C:16]([C:19]4[CH:28]=[CH:27][CH:26]=[C:25]5[C:20]=4[CH2:21][CH2:22][NH:23][CH2:24]5)[N:15]=3)=[CH:11][CH:12]=2)[CH:7]=[CH:6]1)([CH3:4])[CH3:3].Br[CH2:30][C:31]([O:33][CH2:34][CH3:35])=[O:32].C(=O)([O-])[O-].[Cs+].[Cs+].C(OCC)(=O)C. Product: [CH2:34]([O:33][C:31](=[O:32])[CH2:30][N:23]1[CH2:22][CH2:21][C:20]2[C:25](=[CH:26][CH:27]=[CH:28][C:19]=2[C:16]2[N:15]=[C:14]([C:10]3[CH:9]=[C:8]4[C:13](=[CH:12][CH:11]=3)[N:5]([CH:2]([CH3:4])[CH3:3])[CH:6]=[CH:7]4)[O:18][N:17]=2)[CH2:24]1)[CH3:35]. The catalyst class is: 9.